From a dataset of Forward reaction prediction with 1.9M reactions from USPTO patents (1976-2016). Predict the product of the given reaction. (1) Given the reactants [Cl:1][C:2]1[CH:7]=[CH:6][C:5]([C:8]2[N:12]([CH:13]([CH:23]3[CH2:28][CH2:27][CH2:26][CH2:25][CH2:24]3)[CH2:14]OCC3CCCCC3)[C:11]3[CH:29]=[C:30]([F:34])[C:31]([F:33])=[CH:32][C:10]=3[N:9]=2)=[CH:4][CH:3]=1.[Br:35][C:36]1[C:37]([OH:46])=[N:38][CH:39]=[C:40]([CH:45]=1)[C:41]([O:43][CH3:44])=[O:42].C1(P(C2C=CC=CC=2)C2C=CC=CC=2)C=CC=CC=1.N(C(OC(C)(C)C)=O)=NC(OC(C)(C)C)=O, predict the reaction product. The product is: [CH3:44][O:43][C:41](=[O:42])[C:40]1[CH:45]=[C:36]([Br:35])[C:37]([O:46][CH2:14][CH:13]([N:12]2[C:11]3[CH:29]=[C:30]([F:34])[C:31]([F:33])=[CH:32][C:10]=3[N:9]=[C:8]2[C:5]2[CH:6]=[CH:7][C:2]([Cl:1])=[CH:3][CH:4]=2)[CH:23]2[CH2:24][CH2:25][CH2:26][CH2:27][CH2:28]2)=[N:38][CH:39]=1. (2) Given the reactants [Cl:1][C:2]1[C:7]([C:8]([NH:10][C:11]2[CH:16]=[CH:15][C:14](OCC)=[CH:13][CH:12]=2)=[O:9])=[CH:6][CH:5]=[CH:4][N:3]=1.CCOC1C=CC(N)=CC=1.NC1C=CC=CC=1, predict the reaction product. The product is: [Cl:1][C:2]1[C:7]([C:8]([NH:10][C:11]2[CH:16]=[CH:15][CH:14]=[CH:13][CH:12]=2)=[O:9])=[CH:6][CH:5]=[CH:4][N:3]=1. (3) Given the reactants [C:1]([O:5][C:6]([N:8]1[CH2:13][CH2:12][CH:11]([CH:14]2[O:23][C:17]3=[CH:18][N:19]=[C:20](Cl)[CH:21]=[C:16]3[CH2:15]2)[CH2:10][CH2:9]1)=[O:7])([CH3:4])([CH3:3])[CH3:2].[OH:24][C:25]1[CH:30]=[N:29][CH:28]=[CH:27][N:26]=1, predict the reaction product. The product is: [C:1]([O:5][C:6]([N:8]1[CH2:13][CH2:12][CH:11]([CH:14]2[O:23][C:17]3=[CH:18][N:19]=[C:20]([N:26]4[CH:27]=[CH:28][N:29]=[CH:30][C:25]4=[O:24])[CH:21]=[C:16]3[CH2:15]2)[CH2:10][CH2:9]1)=[O:7])([CH3:4])([CH3:3])[CH3:2]. (4) The product is: [C:1]([NH:4][C:5]1[CH:10]=[C:9]([C:11]2[N:12]([CH2:21][O:22][CH2:23][CH2:24][Si:25]([CH3:28])([CH3:27])[CH3:26])[C:13]([C:17]([O:19][CH3:20])=[O:18])=[C:14]([C:33]3[CH:32]=[CH:31][C:30]([Cl:29])=[CH:35][C:34]=3[Cl:36])[N:15]=2)[CH:8]=[CH:7][N:6]=1)(=[O:3])[CH3:2]. Given the reactants [C:1]([NH:4][C:5]1[CH:10]=[C:9]([C:11]2[N:12]([CH2:21][O:22][CH2:23][CH2:24][Si:25]([CH3:28])([CH3:27])[CH3:26])[C:13]([C:17]([O:19][CH3:20])=[O:18])=[C:14](Br)[N:15]=2)[CH:8]=[CH:7][N:6]=1)(=[O:3])[CH3:2].[Cl:29][C:30]1[CH:35]=[C:34]([Cl:36])[CH:33]=[CH:32][C:31]=1B(O)O, predict the reaction product. (5) Given the reactants C(OC(=O)[N:7](CC1C=CC(OC)=CC=1)[C:8]1[CH:13]=[C:12]([CH2:14][C@H:15]2[C:18](=[O:19])[N:17]([C:20](=[O:30])[NH:21][C@@H:22]([C:24]3[CH:29]=[CH:28][CH:27]=[CH:26][CH:25]=3)[CH3:23])[C@@H:16]2[S:31]([CH3:34])(=[O:33])=[O:32])[CH:11]=[CH:10][N:9]=1)(C)(C)C.[F:45][C:46]([F:51])([F:50])[C:47]([OH:49])=[O:48], predict the reaction product. The product is: [F:45][C:46]([F:51])([F:50])[C:47]([OH:49])=[O:48].[NH2:7][C:8]1[CH:13]=[C:12]([CH2:14][C@H:15]2[C:18](=[O:19])[N:17]([C:20]([NH:21][C@@H:22]([C:24]3[CH:25]=[CH:26][CH:27]=[CH:28][CH:29]=3)[CH3:23])=[O:30])[C@@H:16]2[S:31]([CH3:34])(=[O:33])=[O:32])[CH:11]=[CH:10][N:9]=1. (6) Given the reactants CN(C(ON1N=NC2C=CC=NC1=2)=[N+](C)C)C.F[P-](F)(F)(F)(F)F.[C:25]1([C:31](=[N:38][CH2:39][C:40]2([C:55]([OH:57])=O)[CH2:45][CH2:44][N:43]([C:46]3[C:47]4[CH:54]=[CH:53][NH:52][C:48]=4[N:49]=[CH:50][N:51]=3)[CH2:42][CH2:41]2)[C:32]2[CH:37]=[CH:36][CH:35]=[CH:34][CH:33]=2)[CH:30]=[CH:29][CH:28]=[CH:27][CH:26]=1.Cl.[Br:59][C:60]1[S:64][C:63]([CH2:65][NH2:66])=[CH:62][CH:61]=1.CCN(C(C)C)C(C)C, predict the reaction product. The product is: [Br:59][C:60]1[S:64][C:63]([CH2:65][NH:66][C:55]([C:40]2([CH2:39][N:38]=[C:31]([C:25]3[CH:26]=[CH:27][CH:28]=[CH:29][CH:30]=3)[C:32]3[CH:37]=[CH:36][CH:35]=[CH:34][CH:33]=3)[CH2:41][CH2:42][N:43]([C:46]3[C:47]4[CH:54]=[CH:53][NH:52][C:48]=4[N:49]=[CH:50][N:51]=3)[CH2:44][CH2:45]2)=[O:57])=[CH:62][CH:61]=1. (7) Given the reactants [CH2:1]([C:3]1[CH:4]=[N:5][C:6]([N:9]2[CH2:14][CH2:13][C:12](=O)[CH2:11][CH2:10]2)=[N:7][CH:8]=1)[CH3:2].[CH:16]1([NH2:19])[CH2:18][CH2:17]1, predict the reaction product. The product is: [CH:16]1([NH:19][CH:12]2[CH2:13][CH2:14][N:9]([C:6]3[N:5]=[CH:4][C:3]([CH2:1][CH3:2])=[CH:8][N:7]=3)[CH2:10][CH2:11]2)[CH2:18][CH2:17]1. (8) The product is: [Cl:33][C:27]1[CH:28]=[C:29]([N+:30]([O-:32])=[O:31])[C:24]([O:16][CH2:15][C:14]([N:10]2[CH2:11][C@H:12]([CH3:13])[N:7]([CH2:6][C:5]3[CH:4]=[CH:3][C:2]([F:1])=[CH:20][CH:19]=3)[CH2:8][C@H:9]2[CH3:18])=[O:17])=[N:25][CH:26]=1. Given the reactants [F:1][C:2]1[CH:20]=[CH:19][C:5]([CH2:6][N:7]2[C@@H:12]([CH3:13])[CH2:11][N:10]([C:14](=[O:17])[CH2:15][OH:16])[C@H:9]([CH3:18])[CH2:8]2)=[CH:4][CH:3]=1.[H-].[Na+].Cl[C:24]1[C:29]([N+:30]([O-:32])=[O:31])=[CH:28][C:27]([Cl:33])=[CH:26][N:25]=1, predict the reaction product.